From a dataset of Reaction yield outcomes from USPTO patents with 853,638 reactions. Predict the reaction yield, written as a fraction of the theoretical maximum amount of product (1.0 means a 100% yield; for example, 0.34 means a 34% yield). (1) The reactants are I[C:2]1[C:3](=[O:31])[N:4]([CH2:23][CH2:24][C:25]2[CH:30]=[CH:29][CH:28]=[CH:27][CH:26]=2)[C:5]([C:9]2[CH:14]=[CH:13][CH:12]=[CH:11][C:10]=2[O:15]CC2C=CC=CC=2)=[N:6][C:7]=1[CH3:8].F[P-](F)(F)(F)(F)F.C([N+]1C=CN(C)C=1)C.[NH:47]1[CH2:52][CH2:51][CH2:50][CH2:49][CH2:48]1. No catalyst specified. The product is [OH:15][C:10]1[CH:11]=[CH:12][CH:13]=[CH:14][C:9]=1[C:5]1[N:4]([CH2:23][CH2:24][C:25]2[CH:30]=[CH:29][CH:28]=[CH:27][CH:26]=2)[C:3](=[O:31])[CH:2]=[C:7]([CH2:8][N:47]2[CH2:52][CH2:51][CH2:50][CH2:49][CH2:48]2)[N:6]=1. The yield is 0.770. (2) The reactants are C12(COC3C(C4CC4)=[CH:20][C:16](C(O)=O)=[CH:15][N:14]=3)CC3CC(CC(C3)C1)C2.[C:25]12([CH2:35][O:36][C:37]3[C:45]([CH:46]4[CH2:48][C:47]4([F:50])[F:49])=[CH:44][C:40]([C:41]([OH:43])=O)=[C:39]([F:51])[CH:38]=3)[CH2:34][CH:29]3[CH2:30][CH:31]([CH2:33][CH:27]([CH2:28]3)[CH2:26]1)[CH2:32]2.COCC[S:56]([NH2:59])(=[O:58])=[O:57]. No catalyst specified. The product is [C:25]12([CH2:35][O:36][C:37]3[C:45]([CH:46]4[CH2:48][C:47]4([F:50])[F:49])=[CH:44][C:40]([C:41]([NH:59][S:56]([N:14]4[CH2:15][CH2:16][CH2:20]4)(=[O:58])=[O:57])=[O:43])=[C:39]([F:51])[CH:38]=3)[CH2:32][CH:31]3[CH2:33][CH:27]([CH2:28][CH:29]([CH2:30]3)[CH2:34]1)[CH2:26]2. The yield is 0.310. (3) The reactants are [H-].[Na+].[CH3:3][S:4]([NH2:7])(=[O:6])=[O:5].[CH3:8][C:9]1([CH3:34])[CH2:18][C:17]2[C:12](=[CH:13][CH:14]=[C:15]([C:19](O)=[O:20])[CH:16]=2)[NH:11][CH:10]1[C:22]1[CH:27]=[CH:26][CH:25]=[C:24]([N:28]2[CH2:32][CH2:31][O:30][C:29]2=[O:33])[CH:23]=1.C(N1C=CN=C1)(N1C=CN=C1)=O. The catalyst is CN(C)C=O. The product is [CH3:8][C:9]1([CH3:34])[CH2:18][C:17]2[C:12](=[CH:13][CH:14]=[C:15]([C:19]([NH:7][S:4]([CH3:3])(=[O:6])=[O:5])=[O:20])[CH:16]=2)[NH:11][CH:10]1[C:22]1[CH:27]=[CH:26][CH:25]=[C:24]([N:28]2[CH2:32][CH2:31][O:30][C:29]2=[O:33])[CH:23]=1. The yield is 0.200. (4) The reactants are [Cl:1][C:2]1[CH:7]=[CH:6][C:5]([C:8]([S:10][CH3:11])=S)=[CH:4][CH:3]=1.[N:12]#[C:13][NH2:14].C[O-].[K+].CI.[CH3:20][O:21][C:22](=[O:25])CS. The catalyst is CO.CN(C=O)C.CCOC(C)=O.C(N(CC)CC)C. The product is [NH2:12][C:13]1[N:14]=[C:8]([C:5]2[CH:6]=[CH:7][C:2]([Cl:1])=[CH:3][CH:4]=2)[S:10][C:11]=1[C:22]([O:21][CH3:20])=[O:25]. The yield is 0.170. (5) The reactants are [C:1]([N:4]1[C:13]2[C:8](=[CH:9][CH:10]=[CH:11][CH:12]=2)[N:7](C(OC(C)(C)C)=O)[CH2:6][C@@H:5]1[CH3:21])(=[O:3])[CH3:2].Cl. The catalyst is O1CCOCC1. The product is [CH3:21][C@H:5]1[CH2:6][NH:7][C:8]2[C:13](=[CH:12][CH:11]=[CH:10][CH:9]=2)[N:4]1[C:1](=[O:3])[CH3:2]. The yield is 0.870.